Dataset: NCI-60 drug combinations with 297,098 pairs across 59 cell lines. Task: Regression. Given two drug SMILES strings and cell line genomic features, predict the synergy score measuring deviation from expected non-interaction effect. (1) Drug 1: C1=NC2=C(N=C(N=C2N1C3C(C(C(O3)CO)O)O)F)N. Drug 2: CC1=C(C(=CC=C1)Cl)NC(=O)C2=CN=C(S2)NC3=CC(=NC(=N3)C)N4CCN(CC4)CCO. Cell line: SF-539. Synergy scores: CSS=-1.28, Synergy_ZIP=-2.08, Synergy_Bliss=-3.70, Synergy_Loewe=-4.89, Synergy_HSA=-5.26. (2) Drug 1: CN1C(=O)N2C=NC(=C2N=N1)C(=O)N. Drug 2: COCCOC1=C(C=C2C(=C1)C(=NC=N2)NC3=CC=CC(=C3)C#C)OCCOC.Cl. Cell line: SK-MEL-5. Synergy scores: CSS=3.84, Synergy_ZIP=-1.16, Synergy_Bliss=-0.0521, Synergy_Loewe=-5.49, Synergy_HSA=-2.56. (3) Drug 1: CCC(=C(C1=CC=CC=C1)C2=CC=C(C=C2)OCCN(C)C)C3=CC=CC=C3.C(C(=O)O)C(CC(=O)O)(C(=O)O)O. Drug 2: C1=CC=C(C(=C1)C(C2=CC=C(C=C2)Cl)C(Cl)Cl)Cl. Cell line: OVCAR3. Synergy scores: CSS=5.01, Synergy_ZIP=-1.42, Synergy_Bliss=-2.33, Synergy_Loewe=-2.12, Synergy_HSA=-2.67. (4) Drug 1: CC1=C(C(=O)C2=C(C1=O)N3CC4C(C3(C2COC(=O)N)OC)N4)N. Drug 2: C1CN(P(=O)(OC1)NCCCl)CCCl. Cell line: NCI-H522. Synergy scores: CSS=30.8, Synergy_ZIP=2.14, Synergy_Bliss=6.00, Synergy_Loewe=-74.0, Synergy_HSA=1.87.